This data is from Reaction yield outcomes from USPTO patents with 853,638 reactions. The task is: Predict the reaction yield, written as a fraction of the theoretical maximum amount of product (1.0 means a 100% yield; for example, 0.34 means a 34% yield). (1) The yield is 0.630. The reactants are [CH2:1]1[C:10]2[C:5](=[CH:6][CH:7]=[CH:8][CH:9]=2)[CH2:4][CH2:3][N:2]1[CH2:11][C:12]([NH:14][NH2:15])=[O:13].C[Al](C)C.[CH3:20][C:21]1[CH:30]=[C:29]([NH:31][C:32]2[CH:33]=[C:34]([CH:39]=[CH:40][CH:41]=2)[C:35](OC)=[O:36])[C:28]2[C:23](=[CH:24][CH:25]=[CH:26][CH:27]=2)[N:22]=1. The product is [CH3:20][C:21]1[CH:30]=[C:29]([NH:31][C:32]2[CH:33]=[C:34]([CH:39]=[CH:40][CH:41]=2)[C:35]([NH:15][NH:14][C:12](=[O:13])[CH2:11][N:2]2[CH2:3][CH2:4][C:5]3[C:10](=[CH:9][CH:8]=[CH:7][CH:6]=3)[CH2:1]2)=[O:36])[C:28]2[C:23](=[CH:24][CH:25]=[CH:26][CH:27]=2)[N:22]=1. The catalyst is C1(C)C(C)=CC=CC=1. (2) The reactants are [OH:1][CH2:2][CH2:3][C@@H:4]1[NH:18][C:17](=[O:19])[N:16]([CH3:20])[CH2:15][CH2:14][CH2:13][CH2:12][CH:11]=[CH:10][C@H:9]2[C@@:7]([C:21]([O:23]CC)=[O:22])([CH2:8]2)[NH:6][C:5]1=[O:26].[Li+].[OH-].Cl. The catalyst is O.C1COCC1. The product is [OH:1][CH2:2][CH2:3][C@@H:4]1[NH:18][C:17](=[O:19])[N:16]([CH3:20])[CH2:15][CH2:14][CH2:13][CH2:12][CH:11]=[CH:10][C@H:9]2[C@@:7]([C:21]([OH:23])=[O:22])([CH2:8]2)[NH:6][C:5]1=[O:26]. The yield is 0.910. (3) The reactants are [F:1][C:2]1[CH:10]=[CH:9][CH:8]=[C:7]2[C:3]=1[C:4]([I:11])=[N:5][NH:6]2.[H-].[Na+].[Cl:14][C:15]1[CH:23]=[CH:22][CH:21]=[C:20]([CH:24]2[CH2:26][CH2:25]2)[C:16]=1[C:17](Cl)=[O:18]. The catalyst is C1COCC1. The product is [Cl:14][C:15]1[CH:23]=[CH:22][CH:21]=[C:20]([CH:24]2[CH2:25][CH2:26]2)[C:16]=1[C:17]([N:6]1[C:7]2[C:3](=[C:2]([F:1])[CH:10]=[CH:9][CH:8]=2)[C:4]([I:11])=[N:5]1)=[O:18]. The yield is 0.863. (4) The reactants are [F:1][C:2]1[CH:7]=[CH:6][C:5]([O:8][C:9]2[CH:10]=[N:11][C:12]([NH:15][S:16]([C:19]3[CH:24]=[CH:23][C:22]([CH3:25])=[CH:21][CH:20]=3)(=[O:18])=[O:17])=[CH:13][CH:14]=2)=[CH:4][C:3]=1[NH:26][C:27]([C:29]1[N:33]([CH3:34])[N:32]=[C:31]([CH3:35])[CH:30]=1)=[O:28].C(N(CC)C(C)C)(C)C.I[CH2:46][C:47]([NH2:49])=[O:48]. The catalyst is CN(C)C=O. The product is [NH2:49][C:47](=[O:48])[CH2:46][N:11]1[C:12](=[N:15][S:16]([C:19]2[CH:20]=[CH:21][C:22]([CH3:25])=[CH:23][CH:24]=2)(=[O:18])=[O:17])[CH:13]=[CH:14][C:9]([O:8][C:5]2[CH:6]=[CH:7][C:2]([F:1])=[C:3]([NH:26][C:27]([C:29]3[N:33]([CH3:34])[N:32]=[C:31]([CH3:35])[CH:30]=3)=[O:28])[CH:4]=2)=[CH:10]1. The yield is 0.730. (5) The reactants are [Br:1][C:2]1[CH:7]=[CH:6][C:5]([C:8]([F:11])([F:10])[F:9])=[C:4]([N+:12]([O-])=O)[CH:3]=1.C(=O)(O)[O-].[Na+]. The catalyst is C(O)(=O)C.O.[Fe]. The product is [Br:1][C:2]1[CH:7]=[CH:6][C:5]([C:8]([F:9])([F:10])[F:11])=[C:4]([CH:3]=1)[NH2:12]. The yield is 0.790. (6) The reactants are [Cl:1][C:2]1[CH:3]=[C:4]([C:8]2[O:9][N:10]=[C:11]3[CH:16]=[CH:15][C:14]([CH:17]([C:19]4[CH:28]=[CH:27][C:22]5[O:23][CH2:24][CH2:25][O:26][C:21]=5[CH:20]=4)[OH:18])=[CH:13][C:12]=23)[CH:5]=[CH:6][CH:7]=1. The catalyst is O1CCOCC1.O=[Mn]=O. The product is [Cl:1][C:2]1[CH:3]=[C:4]([C:8]2[O:9][N:10]=[C:11]3[CH:16]=[CH:15][C:14]([C:17]([C:19]4[CH:28]=[CH:27][C:22]5[O:23][CH2:24][CH2:25][O:26][C:21]=5[CH:20]=4)=[O:18])=[CH:13][C:12]=23)[CH:5]=[CH:6][CH:7]=1. The yield is 0.730. (7) The reactants are [NH:1]1[C:10]2[C:5](=[CH:6][CH:7]=[CH:8][CH:9]=2)[CH2:4][CH2:3][CH:2]1[CH2:11][NH:12][C:13]([NH:15][C:16]1[CH:24]=[CH:23][CH:22]=[C:21]2[C:17]=1[CH:18]=[N:19][N:20]2[C:25]([O:27][CH3:28])=[O:26])=[O:14].C(N(CC)CC)C.[F:36][C:37]([F:50])([F:49])[S:38](O[S:38]([C:37]([F:50])([F:49])[F:36])(=[O:40])=[O:39])(=[O:40])=[O:39]. The catalyst is ClCCl. The product is [F:36][C:37]([F:50])([F:49])[S:38]([N:1]1[C:10]2[C:5](=[CH:6][CH:7]=[CH:8][CH:9]=2)[CH2:4][CH2:3][CH:2]1[CH2:11][NH:12][C:13]([NH:15][C:16]1[CH:24]=[CH:23][CH:22]=[C:21]2[C:17]=1[CH:18]=[N:19][N:20]2[C:25]([O:27][CH3:28])=[O:26])=[O:14])(=[O:40])=[O:39]. The yield is 0.340.